Dataset: Human Reference Interactome with 51,813 positive PPI pairs across 8,248 proteins, plus equal number of experimentally-validated negative pairs. Task: Binary Classification. Given two protein amino acid sequences, predict whether they physically interact or not. (1) Protein 1 (ENSG00000090447) has sequence MEYFMVPTQKVPSLQHFRKTEKEVIGGLCSLANIPLTPETQRDQERRIRREIANSNERRRMQSINAGFQSLKTLIPHTDGEKLSKAAILQQTAEYIFSLEQEKTRLLQQNTQLKRFIQELSGSSPKRRRAEDKDEGIGSPDIWEDEKAEDLRREMIELRQQLDKERSVRMMLEEQVRSLEAHMYPEKLKVIAQQVQLQQQQEQVRLLHQEKLEREQQQLRTQLLPPPAPTHHPTVIVPAPPPPPSHHINVVTMGPSSVINSVSTSRQNLDTIVQAIQHIEGTQEKQELEEEQRRAVIVKP.... Protein 2 (ENSG00000167900) has sequence MSCINLPTVLPGSPSKTRGQIQVILGPMFSGKSTELMRRVRRFQIAQYKCLVIKYAKDTRYSSSFCTHDRNTMEALPACLLRDVAQEALGVAVIGIDEGQFFPDIVEFCEAMANAGKTVIVAALDGTFQRKPFGAILNLVPLAESVVKLTAVCMECFREAAYTKRLGTEKEVEVIGGADKYHSVCRLCYFKKASGQPAGPDNKENCPVPGKPGEAVAARKLFAPQQILQCSPAN*MSCINLPTVLPGSPSKTRGQIQVILGPMFSGKSTELMRRVRRFQIAQYKCLVIKYAKDTRYSSSF.... Result: 0 (the proteins do not interact). (2) Result: 1 (the proteins interact). Protein 1 (ENSG00000100811) has sequence MASGDTLYIATDGSEMPAEIVELHEIEVETIPVETIETTVVGEEEEEDDDDEDGGGGDHGGGGGHGHAGHHHHHHHHHHHPPMIALQPLVTDDPTQVHHHQEVILVQTREEVVGGDDSDGLRAEDGFEDQILIPVPAPAGGDDDYIEQTLVTVAAAGKSGGGGSSSSGGGRVKKGGGKKSGKKSYLSGGAGAAGGGGADPGNKKWEQKQVQIKTLEGEFSVTMWSSDEKKDIDHETVVEEQIIGENSPPDYSEYMTGKKLPPGGIPGIDLSDPKQLAEFARMKPRKIKEDDAPRTIACPH.... Protein 2 (ENSG00000244537) has sequence MVNSCCGSVCSDQGCGLENCCRPSCCQTTCCRTTCCRPSCCVSSCCRPQCCQSVCCQPTCCSPSCCQTTCCRTTCCRPSCCVSSCFRPQCCQSVYCQPTCCRPSCGQTTCCRTTCYRPSCCVSTCCRPTCSSGSCC*. (3) Protein 1 (ENSG00000214447) has sequence MHLALTTVLLWAWGLQAFEIVEKENIFQRTPCPAFLMFENAAYLADMSFELPCHCKPEEVPAVVWFYQKHLGSSHTKVLTDFDGRVLTEAAQVRVGSDMLTRFSIRMFSLLVFRAQSEDSGLYFCGTRKGDYFYAYDVDIQNSEGMVATFQDKGQEPFADEYYGHLHVFTTFWEWTPCDRCGVRGEQWRIGLCYLQSPDLSPRYLKAVPDVVSCGSRAVPRKLRTKARDHTPEVLVRSCLVPCEKTKTIREGVLAIINYVSKVGSRPWVPQVPIQFHQQRLGHGLIISCPGARPEHAVAW.... Protein 2 (ENSG00000165914) has sequence MATKKAGSRLETEIERCRSECQWERIPELVKQLSAKLIANDDMAELLLGESKLEQYLKEHPLRQGASPRGPKPQLTEVRKHLTAALDRGNLKSEFLQESNLIMAKLNYVEGDYKEALNIYARVGLDDLPLTAVPPYRLRVIAEAYATKGLCLEKLPISSSTSNLHVDREQDVITCYEKAGDIALLYLQEIERVILSNIQNRSPKPGPAPHDQELGFFLETGLQRAHVLYFKNGNLTRGVGRFRELLRAVETRTTQNLRMTIARQLAEILLRGMCEQSYWNPLEDPPCQSPLDDPLRKGAN.... Result: 0 (the proteins do not interact). (4) Protein 1 (ENSG00000129673) has sequence MEPQSMKGQKRPFGGPWRLKVLGGPPWLRRTLPKLGRPKEAPVARMSTQSTHPLKPEAPRLPPGIPESPSCQRRHTLPASEFRCLTPEDAVSAFEIEREAFISVLGVCPLYLDEIRHFLTLCPELSLGWFEEGCLVAFIIGSLWDKERLMQESLTLHRSGGHIAHLHVLAVHRAFRQQGRGPILLWRYLHHLGSQPAVRRAALMCEDALVPFYERFSFHAVGPCAITVGSLTFMELHCSLRGHPFLRRNSGC*MSTQSTHPLKPEAPRLPPGIPESPSCQRRHTLPASEFRCLTPEDAVS.... Protein 2 (ENSG00000100911) has sequence MAKPCGVRLSGEARKQVEVFRQNLFQEAEEFLYRFLPQKIIYLNQLLQEDSLNVADLTSLRAPLDIPIPDPPPKDDEMETDKQEKKEVHKCGFLPGNEKVLSLLALVKPEVWTLKEKCILVITWIQHLIPKIEDGNDFGVAIQEKVLERVNAVKTKVEAFQTTISKYFSERGDAVAKASKETHVMDYRALVHERDEAAYGELRAMVLDLRAFYAELYHIISSNLEKIVNPKGEEKPSMY*MAKPCGVRLSGEARKQAEEFLYRFLPQKIIYLNQLLQEDSLNVADLTSLRAPLDIPIPDP.... Result: 0 (the proteins do not interact). (5) Protein 1 (ENSG00000104055) has sequence MAQGLEVALTDLQSSRNNVRHHTEEITVDHLLVRRGQAFNLTLYFRNRSFQPGLDNIIFVVETGPLPDLALGTRAVFSLARHHSPSPWIAWLETNGATSTEVSLCAPPTAAVGRYLLKIHIDSFQGSVTAYQLGEFILLFNPWCPEDAVYLDSEPQRQEYVMNDYGFIYQGSKNWIRPCPWNYGQFEDKIIDICLKLLDKSLHFQTDPATDCALRGSPVYVSRVVCAMINSNDDNGVLNGNWSENYTDGANPAEWTGSVAILKQWNATGCQPVRYGQCWVFAAVMCTVMRCLGIPTRVIT.... Protein 2 (ENSG00000141738) has sequence MELDLSPPHLSSSPEDLCPAPGTPPGTPRPPDTPLPEEVKRSQPLLIPTTGRKLREEERRATSLPSIPNPFPELCSPPSQSPILGGPSSARGLLPRDASRPHVVKVYSEDGACRSVEVAAGATARHVCEMLVQRAHALSDETWGLVECHPHLALERGLEDHESVVEVQAAWPVGGDSRFVFRKNFAKYELFKSSPHSLFPEKMVSSCLDAHTGISHEDLIQNFLNAGSFPEIQGFLQLRGSGRKLWKRFFCFLRRSGLYYSTKGTSKDPRHLQYVADVNESNVYVVTQGRKLYGMPTDFG.... Result: 1 (the proteins interact). (6) Protein 1 (ENSG00000198429) has sequence MPCCSHRRCREDPGTSESQEMEEWALLDISQRKLYKEVMLETFRNLTSVGKSWKDQNIEYEYQNPRRNFRSLIEKKVNEIKDDSHCGETFTQVPDDRLNFQEKKASPEIKSCDSFVCGEVGLGNSSFNMNIRGDIGHKAYEYQEYGPKP*MPCCSHRRCREDPGTSESQEMDPVAFDDVAVNFTQEEWALLDISQRKLYKEVMLETFRNLTSVGKSWKDQNIEYEYQNPRRNFRSLIEKKVNEIKDDSHCGETFTQVPDDRLNFQEKKASPEIKSCDSFVCGEVGLGNSSFNMNIRGDIG.... Protein 2 (ENSG00000152413) has sequence MGEQPIFSTRAHVFQIDPNTKKNWVPTSKHAVTVSYFYDSTRNVYRIISLDGSKAIINSTITPNMTFTKTSQKFGQWADSRANTVYGLGFSSEHHLSKVTELECVSSQANAVHTHKTELNQTIQELEETLKLKEEEIERLKQEIDNARELQEQRDSLTQKLQEVEIRNKDLEGQLSDLEQRLEKSQNEQEAFRNNLKTLLEILDGKIFELTELRDNLAKLLECS*MGEQPIFSTRAHVFQIDPNTKKNWVPTSKHAVTVSYFYDSTRNVYRIISLDGSKAIINSTITPNMTFTKTSQKFG.... Result: 0 (the proteins do not interact).